Dataset: Catalyst prediction with 721,799 reactions and 888 catalyst types from USPTO. Task: Predict which catalyst facilitates the given reaction. Reactant: ClC(OCC)=O.[CH2:7]([O:14][C:15]([NH:17][C:18]1([C:21](O)=[O:22])[CH2:20][CH2:19]1)=[O:16])[C:8]1[CH:13]=[CH:12][CH:11]=[CH:10][CH:9]=1.C(N(CC)CC)C.[BH4-].[Na+]. Product: [CH2:7]([O:14][C:15](=[O:16])[NH:17][C:18]1([CH2:21][OH:22])[CH2:20][CH2:19]1)[C:8]1[CH:9]=[CH:10][CH:11]=[CH:12][CH:13]=1. The catalyst class is: 20.